Dataset: Reaction yield outcomes from USPTO patents with 853,638 reactions. Task: Predict the reaction yield, written as a fraction of the theoretical maximum amount of product (1.0 means a 100% yield; for example, 0.34 means a 34% yield). (1) The reactants are [N+:1]([C:4]1[CH:9]=[CH:8][C:7]([CH2:10][C:11]([O:13][CH2:14][CH3:15])=[O:12])=[CH:6][CH:5]=1)([O-:3])=[O:2].[H-].[Na+].F[C:19]1[CH:24]=[CH:23][N:22]=[C:21]([C:25]([F:28])([F:27])[F:26])[CH:20]=1. The catalyst is CN(C=O)C. The product is [CH2:14]([O:13][C:11](=[O:12])[CH:10]([C:7]1[CH:6]=[CH:5][C:4]([N+:1]([O-:3])=[O:2])=[CH:9][CH:8]=1)[C:19]1[CH:24]=[CH:23][N:22]=[C:21]([C:25]([F:28])([F:27])[F:26])[CH:20]=1)[CH3:15]. The yield is 0.410. (2) The reactants are [CH:1]([CH:4]1[N:9]([C:10]2[N:15]=[C:14]([C:16]([F:19])([F:18])[F:17])[C:13]([C:20](=[O:22])[CH3:21])=[CH:12][N:11]=2)[CH2:8][CH2:7][N:6]2[C:23]3[CH:29]=[C:28]([S:30]([CH3:33])(=[O:32])=[O:31])[CH:27]=[CH:26][C:24]=3[N:25]=[C:5]12)([CH3:3])[CH3:2].[CH3:34][Mg+].[Br-]. The catalyst is C1COCC1. The product is [CH:1]([CH:4]1[N:9]([C:10]2[N:15]=[C:14]([C:16]([F:18])([F:19])[F:17])[C:13]([C:20]([OH:22])([CH3:34])[CH3:21])=[CH:12][N:11]=2)[CH2:8][CH2:7][N:6]2[C:23]3[CH:29]=[C:28]([S:30]([CH3:33])(=[O:31])=[O:32])[CH:27]=[CH:26][C:24]=3[N:25]=[C:5]12)([CH3:3])[CH3:2]. The yield is 0.330. (3) The reactants are I[C:2]1[CH:7]=[CH:6][C:5]([Br:8])=[CH:4][CH:3]=1.[CH:9]#[C:10][CH2:11][CH2:12][CH2:13][CH2:14][CH2:15][CH2:16][CH2:17][CH3:18].C(OP([O-])OCC)C. The catalyst is [Pd](Cl)Cl.[Cu]I.C1(P(C2C=CC=CC=2)C2C=CC=CC=2)C=CC=CC=1. The product is [C:9]([C:2]1[CH:7]=[CH:6][C:5]([Br:8])=[CH:4][CH:3]=1)#[C:10][CH2:11][CH2:12][CH2:13][CH2:14][CH2:15][CH2:16][CH2:17][CH3:18]. The yield is 0.980. (4) The reactants are I[Si](C)(C)C.C[O:7][C:8]1[CH:9]=[C:10]([CH3:20])[CH:11]=[C:12]([C:14]2[CH:19]=[CH:18][CH:17]=[CH:16][CH:15]=2)[CH:13]=1. The catalyst is ClC(Cl)Cl. The product is [CH3:20][C:10]1[CH:9]=[C:8]([OH:7])[CH:13]=[C:12]([C:14]2[CH:19]=[CH:18][CH:17]=[CH:16][CH:15]=2)[CH:11]=1. The yield is 0.930. (5) The reactants are [NH2:1][C:2]1[S:3][CH:4]=[CH:5][N:6]=1.[C:7](N1C=CN=C1)(N1C=CN=C1)=[O:8].[CH:19]([NH:22][C:23]1[CH:28]=[CH:27][CH:26]=[CH:25][C:24]=1[O:29][C:30]1[CH:35]=[CH:34][CH:33]=[CH:32][CH:31]=1)([CH3:21])[CH3:20]. The catalyst is ClC(Cl)C. The product is [CH:19]([N:22]([C:23]1[CH:28]=[CH:27][CH:26]=[CH:25][C:24]=1[O:29][C:30]1[CH:35]=[CH:34][CH:33]=[CH:32][CH:31]=1)[C:7]([NH:1][C:2]1[S:3][CH:4]=[CH:5][N:6]=1)=[O:8])([CH3:21])[CH3:20]. The yield is 0.790.